Dataset: Experimentally validated miRNA-target interactions with 360,000+ pairs, plus equal number of negative samples. Task: Binary Classification. Given a miRNA mature sequence and a target amino acid sequence, predict their likelihood of interaction. (1) The miRNA is rno-miR-181b-5p with sequence AACAUUCAUUGCUGUCGGUGGGU. The protein sequence of the target gene is MRLRTRKASQQSNQIQTQRTARAKRKYSEVDDSLPSGGEKPSKNETGLLSSIKKFIKGSTPKEERENPSKRSRIERDIDNNLITSTPRAGEKPNKQISRVRRKSQVNGEAGSYEMTNQHVKQNGKLEDNPSSGSPPRTTLLGTIFSPVFNFFSPANKNGTSGSDSPGQAVEAEEIVKQLDMEQVDEITTSTTTSTNGAAYSNQAVQVRPSLNNGLEEAEETVNRDIPPLTAPVTPDSGYSSAHAEATYEEDWEVFDPYYFIKHVPPLTEEQLNRKPALPLKTRSTPEFSLVLDLDETLVH.... Result: 0 (no interaction). (2) The miRNA is hsa-miR-6766-5p with sequence CGGGUGGGAGCAGAUCUUAUUGAG. The protein sequence of the target gene is MPDPSKSAPAPKKGSKKAVTKAQKKDGKKRKRGRKESYSIYVYKVLKQVHPDTGISSKAMGIMNSFVNDIFERIASEASRLAHYNKRSTITSREVQTAVRLLLPGELAKHAVSEGTKAVTKYTSSK. Result: 1 (interaction).